This data is from Full USPTO retrosynthesis dataset with 1.9M reactions from patents (1976-2016). The task is: Predict the reactants needed to synthesize the given product. (1) The reactants are: [CH3:1][O:2][C:3]1[CH:4]=[C:5](B(O)O)[CH:6]=[CH:7][CH:8]=1.Br[C:13]1[CH:14]=[CH:15][C:16]([CH3:38])=[C:17]([NH:19][C:20](=[O:37])[CH2:21][O:22][CH2:23][C:24]([NH:26][C:27]2[CH:35]=[CH:34][C:33]([Cl:36])=[CH:32][C:28]=2[C:29]([OH:31])=[O:30])=[O:25])[CH:18]=1. Given the product [Cl:36][C:33]1[CH:34]=[CH:35][C:27]([NH:26][C:24](=[O:25])[CH2:23][O:22][CH2:21][C:20]([NH:19][C:17]2[CH:18]=[C:13]([C:5]3[CH:6]=[CH:7][CH:8]=[C:3]([O:2][CH3:1])[CH:4]=3)[CH:14]=[CH:15][C:16]=2[CH3:38])=[O:37])=[C:28]([CH:32]=1)[C:29]([OH:31])=[O:30], predict the reactants needed to synthesize it. (2) Given the product [F:1][C:2]([F:35])([F:34])[C:3]1[CH:4]=[C:5]([C@H:13]([O:15][C@H:16]2[CH2:25][CH2:24][C:23]3[N:22]=[C:21]([C:36]#[N:37])[CH:20]=[CH:19][C:18]=3[C@@H:17]2[C:27]2[CH:32]=[CH:31][C:30]([F:33])=[CH:29][CH:28]=2)[CH3:14])[CH:6]=[C:7]([C:9]([F:12])([F:11])[F:10])[CH:8]=1, predict the reactants needed to synthesize it. The reactants are: [F:1][C:2]([F:35])([F:34])[C:3]1[CH:4]=[C:5]([C@H:13]([O:15][C@H:16]2[CH2:25][CH2:24][C:23]3[N+:22]([O-])=[CH:21][CH:20]=[CH:19][C:18]=3[C@@H:17]2[C:27]2[CH:32]=[CH:31][C:30]([F:33])=[CH:29][CH:28]=2)[CH3:14])[CH:6]=[C:7]([C:9]([F:12])([F:11])[F:10])[CH:8]=1.[CH3:36][N:37](C)C(Cl)=O.C[Si](C#N)(C)C.